Predict the reactants needed to synthesize the given product. From a dataset of Full USPTO retrosynthesis dataset with 1.9M reactions from patents (1976-2016). (1) Given the product [CH3:8][N:9]1[CH2:14][CH2:13][N:12]([CH:1]2[CH2:6][CH2:5][CH2:4][C:3](=[N:22][OH:23])[CH2:2]2)[CH2:11][CH2:10]1, predict the reactants needed to synthesize it. The reactants are: [C:1]1(=O)[CH2:6][CH2:5][CH2:4][CH:3]=[CH:2]1.[CH3:8][N:9]1[CH2:14][CH2:13][NH:12][CH2:11][CH2:10]1.C(=O)([O-])[O-].[K+].[K+].Cl.[NH2:22][OH:23]. (2) Given the product [CH3:38][O:39][N:8]([CH3:11])[C:7]([CH:6]1[CH2:5][O:28][CH2:18][CH2:17][O:13]1)=[O:12], predict the reactants needed to synthesize it. The reactants are: BrC1C=C2[C:5]([C:6](=[O:13])[C:7](=[O:12])[N:8]2[CH3:11])=C(C)C=1.BrC1C=C(C)C=C2[C:17]=1[C:18](=[O:28])C(=O)N2C.N12CCN(CC1)CC2.C(Cl)(=O)[C:38](Cl)=[O:39].BrC1C=C(C=C(C)C=1)N(C)C.[OH-].[Na+]. (3) Given the product [NH2:1][C:4]1[CH:5]=[C:6]([CH:10]=[C:11]([N:13]2[CH2:17][CH2:16][CH2:15][C:14]2=[O:18])[CH:12]=1)[C:7]([OH:9])=[O:8], predict the reactants needed to synthesize it. The reactants are: [N+:1]([C:4]1[CH:5]=[C:6]([CH:10]=[C:11]([N:13]2[CH2:17][CH2:16][CH2:15][C:14]2=[O:18])[CH:12]=1)[C:7]([OH:9])=[O:8])([O-])=O. (4) Given the product [CH2:27]([O:19][C:18](=[O:20])[C@@H:13]([C:14]([CH3:16])([CH3:17])[CH3:15])[NH:12][S:9]([C:5]1[CH:6]=[CH:7][CH:8]=[C:3]([O:2][CH3:1])[CH:4]=1)(=[O:11])=[O:10])[C:28]1[CH:33]=[CH:32][CH:31]=[CH:30][CH:29]=1, predict the reactants needed to synthesize it. The reactants are: [CH3:1][O:2][C:3]1[CH:4]=[C:5]([S:9]([NH:12][C@@H:13]([C:18]([OH:20])=[O:19])[C:14]([CH3:17])([CH3:16])[CH3:15])(=[O:11])=[O:10])[CH:6]=[CH:7][CH:8]=1.C(=O)([O-])[O-].[K+].[K+].[CH2:27](Br)[C:28]1[CH:33]=[CH:32][CH:31]=[CH:30][CH:29]=1. (5) Given the product [Cl:1][C:2]1[CH:7]=[C:6]([Cl:8])[CH:5]=[CH:4][C:3]=1[C:9]1[N:10]=[C:11]([CH2:28][CH3:29])[C:12]([NH:17][CH:40]2[C:49]3[C:44](=[CH:45][CH:46]=[C:47]([O:50][CH3:51])[CH:48]=3)[CH2:43][CH2:42][CH2:41]2)=[N:13][C:14]=1[CH2:15][CH3:16], predict the reactants needed to synthesize it. The reactants are: [Cl:1][C:2]1[CH:7]=[C:6]([Cl:8])[CH:5]=[CH:4][C:3]=1[C:9]1[N:10]=[C:11]([CH2:28][CH3:29])[C:12]([NH:17][C@@H]2C3C(=CC=CC=3)C[C@@H]2O)=[N:13][C:14]=1[CH2:15][CH3:16].BrC1N=C(CC)C(N[CH:40]2[C:49]3[C:44](=[CH:45][CH:46]=[C:47]([O:50][CH3:51])[CH:48]=3)[CH2:43][CH2:42][CH2:41]2)=NC=1CC.